Dataset: TCR-epitope binding with 47,182 pairs between 192 epitopes and 23,139 TCRs. Task: Binary Classification. Given a T-cell receptor sequence (or CDR3 region) and an epitope sequence, predict whether binding occurs between them. (1) The epitope is YLNTLTLAV. The TCR CDR3 sequence is CASSFSGANYGYTF. Result: 0 (the TCR does not bind to the epitope). (2) The epitope is KLGGALQAK. The TCR CDR3 sequence is CAIGGDRYNEQFF. Result: 1 (the TCR binds to the epitope). (3) The epitope is KAFSPEVIPMF. The TCR CDR3 sequence is CRAEEGERGMRSYNEQFF. Result: 0 (the TCR does not bind to the epitope). (4) The TCR CDR3 sequence is CASSSIAGPIEQFF. The epitope is VTEHDTLLY. Result: 1 (the TCR binds to the epitope).